This data is from Full USPTO retrosynthesis dataset with 1.9M reactions from patents (1976-2016). The task is: Predict the reactants needed to synthesize the given product. (1) Given the product [C:54]([O:53][C:51]([N:58]1[CH2:63][CH2:62][N:61]([C:20](=[O:22])[CH2:19][NH:18][C:16]([C:13]2[CH:12]=[CH:11][C:10]([C:23]3[CH:28]=[CH:27][CH:26]=[CH:25][CH:24]=3)=[CH:15][CH:14]=2)=[O:17])[CH2:60][CH2:59]1)=[O:52])([CH3:57])([CH3:55])[CH3:56], predict the reactants needed to synthesize it. The reactants are: CCN(C(C)C)C(C)C.[C:10]1([C:23]2[CH:28]=[CH:27][CH:26]=[CH:25][CH:24]=2)[CH:15]=[CH:14][C:13]([C:16]([NH:18][CH2:19][C:20]([OH:22])=O)=[O:17])=[CH:12][CH:11]=1.C1C=CC2N(O)N=NC=2C=1.CCN=C=NCCCN(C)C.Cl.[C:51]([N:58]1[CH2:63][CH2:62][NH:61][CH2:60][CH2:59]1)([O:53][C:54]([CH3:57])([CH3:56])[CH3:55])=[O:52]. (2) Given the product [CH3:3][C:2]([C:4]1[C:9]([CH2:10][CH2:11][C@@H:12]([S:32][CH2:33][C:34]2([CH2:37][C:38]([OH:40])=[O:39])[CH2:36][CH2:35]2)[C:13]2[CH:18]=[C:17](/[CH:19]=[CH:20]/[C:21]3[CH:22]=[CH:23][C:24]4[CH:25]=[CH:26][C:27]([Cl:31])=[CH:28][C:29]=4[N:30]=3)[CH:16]=[CH:15][CH:14]=2)=[CH:8][CH:7]=[CH:6][CH:5]=1)=[CH2:1], predict the reactants needed to synthesize it. The reactants are: [CH3:1][C:2](O)([C:4]1[CH:5]=[CH:6][CH:7]=[CH:8][C:9]=1[CH2:10][CH2:11][C@@H:12]([S:32][CH2:33][C:34]1([CH2:37][C:38]([OH:40])=[O:39])[CH2:36][CH2:35]1)[C:13]1[CH:14]=[CH:15][CH:16]=[C:17](/[CH:19]=[CH:20]/[C:21]2[CH:22]=[CH:23][C:24]3[CH:25]=[CH:26][C:27]([Cl:31])=[CH:28][C:29]=3[N:30]=2)[CH:18]=1)[CH3:3].S(=O)(=O)(O)O.